This data is from Forward reaction prediction with 1.9M reactions from USPTO patents (1976-2016). The task is: Predict the product of the given reaction. (1) Given the reactants C[O:2][C:3](=[O:27])[C:4]1[C:5](=[C:10]([NH:14][C:15]2[CH:20]=[CH:19][C:18]([CH:21]3[CH2:26][CH2:25][CH2:24][CH2:23][CH2:22]3)=[CH:17][CH:16]=2)[CH:11]=[CH:12][CH:13]=1)[C:6]([O:8]C)=[O:7].[OH-].[Na+], predict the reaction product. The product is: [CH:21]1([C:18]2[CH:17]=[CH:16][C:15]([NH:14][C:10]3[CH:11]=[CH:12][CH:13]=[C:4]([C:3]([OH:27])=[O:2])[C:5]=3[C:6]([OH:8])=[O:7])=[CH:20][CH:19]=2)[CH2:22][CH2:23][CH2:24][CH2:25][CH2:26]1. (2) Given the reactants [Cl:1][C:2]1[CH:3]=[N:4][C:5]2[N:6]([N:8]=[C:9]([CH:11]=O)[N:10]=2)[CH:7]=1.[CH:13]1([C:18]2([CH2:26][CH2:27][C:28]3[CH:33]=[CH:32][C:31]([OH:34])=[C:30]([CH2:35][C:36]([F:39])([F:38])[F:37])[CH:29]=3)[O:23][C:22](=[O:24])[CH2:21][C:20](=[O:25])[CH2:19]2)[CH2:17][CH2:16][CH2:15][CH2:14]1, predict the reaction product. The product is: [Cl:1][C:2]1[CH:3]=[N:4][C:5]2[N:6]([N:8]=[C:9]([CH2:11][C:21]3[C:22](=[O:24])[O:23][C:18]([CH:13]4[CH2:14][CH2:15][CH2:16][CH2:17]4)([CH2:26][CH2:27][C:28]4[CH:33]=[CH:32][C:31]([OH:34])=[C:30]([CH2:35][C:36]([F:38])([F:39])[F:37])[CH:29]=4)[CH2:19][C:20]=3[OH:25])[N:10]=2)[CH:7]=1. (3) Given the reactants C([O:3][C:4]([C:6]1[N:7]([CH3:20])[C:8]2[C:13]([C:14]=1[CH3:15])=[CH:12][C:11]([C:16]([F:19])([F:18])[F:17])=[CH:10][CH:9]=2)=[O:5])C.IC, predict the reaction product. The product is: [CH3:20][N:7]1[C:8]2[C:13](=[CH:12][C:11]([C:16]([F:18])([F:19])[F:17])=[CH:10][CH:9]=2)[C:14]([CH3:15])=[C:6]1[C:4]([OH:5])=[O:3]. (4) Given the reactants [Br:1][C:2]1[CH:3]=[C:4]2[C:12](=[CH:13][CH:14]=1)[C:11]1[S:10][C:9]([C:15]3ON=[C:17]([C:20]4C=CC=C[CH:21]=4)[C:16]=3C(F)(F)F)=[N:8][C:7]=1[CH2:6][CH2:5]2.BrC1C=C2C(=CC=1)C(=O)C(NC(=O)CCCCC)CC2, predict the reaction product. The product is: [Br:1][C:2]1[CH:3]=[C:4]2[C:12](=[CH:13][CH:14]=1)[C:11]1[S:10][C:9]([CH2:15][CH2:16][CH2:17][CH2:20][CH3:21])=[N:8][C:7]=1[CH2:6][CH2:5]2. (5) Given the reactants [N:1]1[C:10]2C(=[CH:6][CH:7]=[C:8]3[CH:14]=[CH:13][CH:12]=[CH:11][C:9]3=2)C=C[CH:2]=1.C[O:16]C1C=NC2C(C=1)=CC=C1C=CC=CC=21.[CH2:31]([Li])[CH2:32][CH2:33][CH3:34].CI.[NH4+].[Cl-], predict the reaction product. The product is: [CH3:2][N:1]1[C:10]2[C:34](=[CH:6][CH:7]=[C:8]3[CH:14]=[CH:13][CH:12]=[CH:11][C:9]3=2)[CH:33]=[CH:32][CH:31]1[OH:16]. (6) Given the reactants [F:1][C:2]1[CH:7]=[C:6]([F:8])[CH:5]=[CH:4][C:3]=1[C:9]1[N:10]=[C:11]([CH:26]2[CH2:31][CH2:30][C:29](=[O:32])[CH2:28][CH2:27]2)[S:12][C:13]=1[C:14]1[CH:15]=[CH:16][C:17]2[N:18]([C:20]([CH:23]([CH3:25])[CH3:24])=[N:21][N:22]=2)[N:19]=1.[BH4-].[Na+].CC(C)=O, predict the reaction product. The product is: [F:1][C:2]1[CH:7]=[C:6]([F:8])[CH:5]=[CH:4][C:3]=1[C:9]1[N:10]=[C:11]([C@H:26]2[CH2:31][CH2:30][C@H:29]([OH:32])[CH2:28][CH2:27]2)[S:12][C:13]=1[C:14]1[CH:15]=[CH:16][C:17]2[N:18]([C:20]([CH:23]([CH3:25])[CH3:24])=[N:21][N:22]=2)[N:19]=1. (7) Given the reactants [Cl:1][C:2]1[CH:3]=[C:4]([CH:8]2[C:15]3[CH:14]=[C:13]([C:16]([O:18]C)=[O:17])[NH:12][C:11]=3[CH2:10][CH2:9]2)[CH:5]=[CH:6][CH:7]=1.[OH-].[Li+].C1COCC1, predict the reaction product. The product is: [Cl:1][C:2]1[CH:3]=[C:4]([CH:8]2[C:15]3[CH:14]=[C:13]([C:16]([OH:18])=[O:17])[NH:12][C:11]=3[CH2:10][CH2:9]2)[CH:5]=[CH:6][CH:7]=1. (8) Given the reactants Cl[C:2]1[N:3]=[CH:4][CH:5]=[C:6]2[C:11]=1[N:10]=[C:9]([CH3:12])[CH:8]=[CH:7]2.[NH2:13][C:14]1[CH:19]=[CH:18][C:17]([F:20])=[CH:16][N:15]=1, predict the reaction product. The product is: [F:20][C:17]1[CH:18]=[CH:19][C:14]([NH:13][C:2]2[N:3]=[CH:4][CH:5]=[C:6]3[C:11]=2[N:10]=[C:9]([CH3:12])[CH:8]=[CH:7]3)=[N:15][CH:16]=1. (9) Given the reactants [Cl:1][C:2]1[C:11]2[C:6](=[CH:7][CH:8]=[C:9]([S:12](Cl)(=[O:14])=[O:13])[CH:10]=2)[C:5]([Cl:16])=[CH:4][N:3]=1.[C:17]([O:21][C:22](=[O:31])[CH2:23][NH:24][C:25]1[CH:30]=[CH:29][CH:28]=[CH:27][CH:26]=1)([CH3:20])([CH3:19])[CH3:18].CCN(CC)CC, predict the reaction product. The product is: [C:17]([O:21][C:22](=[O:31])[CH2:23][N:24]([S:12]([C:9]1[CH:10]=[C:11]2[C:6]([C:5]([Cl:16])=[CH:4][N:3]=[C:2]2[Cl:1])=[CH:7][CH:8]=1)(=[O:14])=[O:13])[C:25]1[CH:26]=[CH:27][CH:28]=[CH:29][CH:30]=1)([CH3:20])([CH3:18])[CH3:19]. (10) Given the reactants [OH:1][C:2]1[NH:3][C:4]2[C:9]([C:10]=1[C:11]1[CH:16]=[CH:15][C:14]([S:17]([N:20]3[CH2:25][CH2:24][N:23]([CH3:26])[CH2:22][CH2:21]3)(=[O:19])=[O:18])=[CH:13][N:12]=1)=[CH:8][C:7]([C:27]#N)=[CH:6][CH:5]=2.[OH-:29].[Na+].Cl.[OH2:32], predict the reaction product. The product is: [OH:1][C:2]1[NH:3][C:4]2[C:9]([C:10]=1[C:11]1[CH:16]=[CH:15][C:14]([S:17]([N:20]3[CH2:21][CH2:22][N:23]([CH3:26])[CH2:24][CH2:25]3)(=[O:19])=[O:18])=[CH:13][N:12]=1)=[CH:8][C:7]([C:27]([OH:32])=[O:29])=[CH:6][CH:5]=2.